The task is: Predict the reaction yield, written as a fraction of the theoretical maximum amount of product (1.0 means a 100% yield; for example, 0.34 means a 34% yield).. This data is from Reaction yield outcomes from USPTO patents with 853,638 reactions. (1) The reactants are [OH:1][C:2]1[NH:7][C:6](=[O:8])[N:5]([CH2:9][C:10]2[CH:15]=[CH:14][CH:13]=[CH:12][CH:11]=2)[C:4](=[O:16])[C:3]=1[C:17]([NH:19][CH2:20][C:21]([O:23]CC)=[O:22])=[O:18].[CH3:26][O:27][C:28]1[CH:29]=[C:30]([CH:33]=[CH:34][CH:35]=1)[CH2:31]Br.C(=O)([O-])[O-].[Na+].[Na+].Cl. The catalyst is CN(C)C=O. The product is [OH:1][C:2]1[N:7]([CH2:31][C:30]2[CH:33]=[CH:34][CH:35]=[C:28]([O:27][CH3:26])[CH:29]=2)[C:6](=[O:8])[N:5]([CH2:9][C:10]2[CH:15]=[CH:14][CH:13]=[CH:12][CH:11]=2)[C:4](=[O:16])[C:3]=1[C:17]([NH:19][CH2:20][C:21]([OH:23])=[O:22])=[O:18]. The yield is 0.110. (2) The reactants are [C:1]([CH:3]1[CH2:8][CH2:7][N:6]([CH2:9][C:10]2([C:16]([O:18][C:19]([CH3:22])([CH3:21])[CH3:20])=[O:17])[CH2:15][CH2:14][O:13][CH2:12][CH2:11]2)[CH2:5][CH2:4]1)#[N:2]. The catalyst is CO.[Ni]. The product is [NH2:2][CH2:1][CH:3]1[CH2:8][CH2:7][N:6]([CH2:9][C:10]2([C:16]([O:18][C:19]([CH3:22])([CH3:21])[CH3:20])=[O:17])[CH2:15][CH2:14][O:13][CH2:12][CH2:11]2)[CH2:5][CH2:4]1. The yield is 0.980. (3) The reactants are [N:1]1[C:11]2[C:6](=[CH:7][CH:8]=[CH:9][CH:10]=2)[CH:5]=[CH:4][C:2]=1[CH3:3].[I:12][CH2:13][CH3:14]. No catalyst specified. The product is [CH3:13][CH2:14][N+:1]1[C:11]2[C:6](=[CH:7][CH:8]=[CH:9][CH:10]=2)[CH:5]=[CH:4][C:2]=1[CH3:3].[I-:12]. The yield is 0.500. (4) The reactants are [NH2:1][C@H:2]([C:4]1[CH:12]=[CH:11][C:7]([C:8]([OH:10])=[O:9])=[C:6]([F:13])[CH:5]=1)[CH3:3].[C:14](O[C:14]([O:16][C:17]([CH3:20])([CH3:19])[CH3:18])=[O:15])([O:16][C:17]([CH3:20])([CH3:19])[CH3:18])=[O:15].C(=O)([O-])[O-].[Na+].[Na+]. The catalyst is O.C1COCC1. The product is [C:17]([O:16][C:14]([NH:1][C@H:2]([C:4]1[CH:12]=[CH:11][C:7]([C:8]([OH:10])=[O:9])=[C:6]([F:13])[CH:5]=1)[CH3:3])=[O:15])([CH3:20])([CH3:19])[CH3:18]. The yield is 0.301. (5) The reactants are [Br:1][C:2]1[CH:11]=[C:10]2[C:5]([C:6](Cl)=[N:7][C:8]([Cl:12])=[N:9]2)=[CH:4][CH:3]=1.[NH:14]1[CH2:19][CH2:18][O:17][CH2:16][CH2:15]1. The catalyst is C(Cl)Cl. The product is [Br:1][C:2]1[CH:11]=[C:10]2[C:5]([C:6]([N:14]3[CH2:19][CH2:18][O:17][CH2:16][CH2:15]3)=[N:7][C:8]([Cl:12])=[N:9]2)=[CH:4][CH:3]=1. The yield is 0.840. (6) The reactants are [NH:1]1[CH:5]=[N:4][C:3]([NH2:6])=[N:2]1.N1C=CC=CC=1.Cl[C:14]([O:16][CH2:17][C:18]([Cl:21])([Cl:20])[Cl:19])=[O:15].O. The catalyst is O1CCCC1. The product is [NH:1]1[CH:5]=[N:4][C:3]([NH:6][C:14](=[O:15])[O:16][CH2:17][C:18]([Cl:21])([Cl:20])[Cl:19])=[N:2]1. The yield is 0.445. (7) The reactants are [OH:1][C:2]1[CH:11]=[CH:10][C:5]([C:6]([O:8][CH3:9])=[O:7])=[CH:4][C:3]=1I.[CH3:13][Si:14]([C:17]#[CH:18])([CH3:16])[CH3:15]. The catalyst is C1COCC1.C(Cl)(Cl)Cl.Cl[Pd](Cl)([P](C1C=CC=CC=1)(C1C=CC=CC=1)C1C=CC=CC=1)[P](C1C=CC=CC=1)(C1C=CC=CC=1)C1C=CC=CC=1. The product is [OH:1][C:2]1[CH:11]=[CH:10][C:5]([C:6]([O:8][CH3:9])=[O:7])=[CH:4][C:3]=1[C:18]#[C:17][Si:14]([CH3:16])([CH3:15])[CH3:13]. The yield is 0.500. (8) The reactants are [CH2:1]([O:3][C:4]([C:6]1[NH:7][O:8][C:9](=O)[C:10]=1[CH3:11])=[O:5])[CH3:2].P(Br)(Br)([Br:15])=O. The catalyst is C(N(CC)CC)C. The yield is 0.800. The product is [CH2:1]([O:3][C:4]([C:6]1[C:10]([CH3:11])=[C:9]([Br:15])[O:8][N:7]=1)=[O:5])[CH3:2]. (9) The reactants are [F:1][C:2]1([F:22])[CH2:5][C:4]([C:11]2[CH:16]=[CH:15][CH:14]=[C:13]([O:17][C:18]([F:21])([F:20])[F:19])[CH:12]=2)([C:6](OCC)=[O:7])[CH2:3]1.[H-].[H-].[H-].[H-].[Li+].[Al+3]. The catalyst is C1COCC1. The product is [F:1][C:2]1([F:22])[CH2:3][C:4]([CH2:6][OH:7])([C:11]2[CH:16]=[CH:15][CH:14]=[C:13]([O:17][C:18]([F:20])([F:21])[F:19])[CH:12]=2)[CH2:5]1. The yield is 0.920.